Dataset: Full USPTO retrosynthesis dataset with 1.9M reactions from patents (1976-2016). Task: Predict the reactants needed to synthesize the given product. (1) Given the product [C:19]([O:18][C:16]([N:13]1[CH2:14][CH2:15][CH:10]([N:9]([C:5]2[CH:6]=[CH:7][CH:8]=[C:3]([O:2][CH3:1])[CH:4]=2)[CH2:24][C:25]2[CH:26]=[C:27]([C:31]3[CH:36]=[C:35]([O:37][CH3:38])[C:34]([O:39][CH3:40])=[C:33]([O:41][CH3:42])[CH:32]=3)[CH:28]=[N:29][CH:30]=2)[CH2:11][CH2:12]1)=[O:17])([CH3:22])([CH3:21])[CH3:20], predict the reactants needed to synthesize it. The reactants are: [CH3:1][O:2][C:3]1[CH:8]=[CH:7][CH:6]=[C:5]([NH:9][CH:10]2[CH2:15][CH2:14][N:13]([C:16]([O:18][C:19]([CH3:22])([CH3:21])[CH3:20])=[O:17])[CH2:12][CH2:11]2)[CH:4]=1.Cl[CH2:24][C:25]1[CH:26]=[C:27]([C:31]2[CH:36]=[C:35]([O:37][CH3:38])[C:34]([O:39][CH3:40])=[C:33]([O:41][CH3:42])[CH:32]=2)[CH:28]=[N:29][CH:30]=1. (2) The reactants are: Cl[C:2]1[N:7]2[N:8]=[C:9]([CH3:11])[CH:10]=[C:6]2[N:5]=[C:4]([NH:12][C:13](=[O:24])[C:14]2[CH:19]=[CH:18][C:17]([C:20]([OH:23])([CH3:22])[CH3:21])=[CH:16][CH:15]=2)[CH:3]=1.Cl.[CH3:26][S:27]([N:30]1[CH2:36][CH2:35][CH2:34][NH:33][CH2:32][CH2:31]1)(=[O:29])=[O:28].C(N(CC)C(C)C)(C)C. Given the product [OH:23][C:20]([C:17]1[CH:18]=[CH:19][C:14]([C:13]([NH:12][C:4]2[CH:3]=[C:2]([N:33]3[CH2:34][CH2:35][CH2:36][N:30]([S:27]([CH3:26])(=[O:28])=[O:29])[CH2:31][CH2:32]3)[N:7]3[N:8]=[C:9]([CH3:11])[CH:10]=[C:6]3[N:5]=2)=[O:24])=[CH:15][CH:16]=1)([CH3:22])[CH3:21], predict the reactants needed to synthesize it.